This data is from Catalyst prediction with 721,799 reactions and 888 catalyst types from USPTO. The task is: Predict which catalyst facilitates the given reaction. (1) Reactant: O.NN.[Cl:4][C:5]1[CH:6]=[C:7]([CH:33]=[CH:34][CH:35]=1)[NH:8][C:9]1[N:14]=[C:13]([C:15]2[N:19]([CH2:20][CH2:21][N:22]3C(=O)C4=CC=CC=C4C3=O)[CH:18]=[N:17][CH:16]=2)[CH:12]=[CH:11][N:10]=1. Product: [NH2:22][CH2:21][CH2:20][N:19]1[C:15]([C:13]2[CH:12]=[CH:11][N:10]=[C:9]([NH:8][C:7]3[CH:33]=[CH:34][CH:35]=[C:5]([Cl:4])[CH:6]=3)[N:14]=2)=[CH:16][N:17]=[CH:18]1. The catalyst class is: 14. (2) Reactant: [CH3:1][C:2]1[CH:7]=[C:6]([B:8]2[O:12][C:11]([CH3:14])([CH3:13])[C:10]([CH3:16])([CH3:15])[O:9]2)[CH:5]=[CH:4][C:3]=1[N:17]1[CH2:22][CH2:21][N:20](C(OC(C)(C)C)=O)[CH2:19][CH2:18]1.[ClH:30].CC(=O)OCC. Product: [ClH:30].[CH3:1][C:2]1[CH:7]=[C:6]([B:8]2[O:12][C:11]([CH3:13])([CH3:14])[C:10]([CH3:16])([CH3:15])[O:9]2)[CH:5]=[CH:4][C:3]=1[N:17]1[CH2:18][CH2:19][NH:20][CH2:21][CH2:22]1. The catalyst class is: 425.